From a dataset of Full USPTO retrosynthesis dataset with 1.9M reactions from patents (1976-2016). Predict the reactants needed to synthesize the given product. (1) Given the product [Cl:1][C:2]1[C:3]2[C:10]([C:28]3[CH:33]=[CH:32][C:36]([O:37][C:28]4[CH:29]=[CH:30][CH:31]=[CH:32][CH:33]=4)=[C:30]([CH:29]=3)[CH:31]=[O:39])=[CH:9][N:8]([CH:12]([CH3:14])[CH3:13])[C:4]=2[N:5]=[CH:6][N:7]=1, predict the reactants needed to synthesize it. The reactants are: [Cl:1][C:2]1[C:3]2[C:10](I)=[CH:9][N:8]([CH:12]([CH3:14])[CH3:13])[C:4]=2[N:5]=[CH:6][N:7]=1.[C:28]1([As]([C:28]2[CH:33]=[CH:32][CH:31]=[CH:30][CH:29]=2)[C:28]2[CH:33]=[CH:32][CH:31]=[CH:30][CH:29]=2)[CH:33]=[CH:32][CH:31]=[CH:30][CH:29]=1.CN(C)[CH:36]=[O:37].[OH2:39]. (2) Given the product [F:38][C:10]([F:37])([CH2:9][OH:8])[CH2:11][N:12]1[C:16]([C:17]2[CH:18]=[CH:19][C:20]([F:23])=[CH:21][CH:22]=2)=[C:15]([C:24]2[CH:25]=[CH:26][C:27]3[O:32][CH2:31][C:30](=[O:33])[NH:29][C:28]=3[C:34]=2[CH3:35])[C:14]([CH3:36])=[N:13]1, predict the reactants needed to synthesize it. The reactants are: C([O:8][CH2:9][C:10]([F:38])([F:37])[CH2:11][N:12]1[C:16]([C:17]2[CH:22]=[CH:21][C:20]([F:23])=[CH:19][CH:18]=2)=[C:15]([C:24]2[CH:25]=[CH:26][C:27]3[O:32][CH2:31][C:30](=[O:33])[NH:29][C:28]=3[C:34]=2[CH3:35])[C:14]([CH3:36])=[N:13]1)C1C=CC=CC=1. (3) Given the product [OH:12][C:10]1[C:9]([O:8][CH3:7])=[C:13]([OH:15])[N:23]([CH2:22][C:21]2[CH:20]=[CH:19][C:18]([O:17][CH3:16])=[CH:32][CH:31]=2)[C:24](=[O:30])[C:25]=1[C:26]([O:28][CH3:29])=[O:27], predict the reactants needed to synthesize it. The reactants are: C(Cl)(=O)C(Cl)=O.[CH3:7][O:8][CH:9]([C:13]([OH:15])=O)[C:10]([OH:12])=O.[CH3:16][O:17][C:18]1[CH:32]=[CH:31][C:21]([CH2:22][NH:23][C:24](=[O:30])[CH2:25][C:26]([O:28][CH3:29])=[O:27])=[CH:20][CH:19]=1. (4) Given the product [CH:1]1([CH2:6][C@@H:7]([C:16]([N:18]2[CH:22]([C:23]([NH:25][C:26]3[CH:31]=[CH:30][C:29]([F:32])=[CH:28][N:27]=3)=[O:24])[CH2:21][CH:20]=[N:19]2)=[O:17])[CH2:8][C:9]([OH:11])=[O:10])[CH2:5][CH2:4][CH2:3][CH2:2]1, predict the reactants needed to synthesize it. The reactants are: [CH:1]1([CH2:6][C@@H:7]([C:16]([N:18]2[CH:22]([C:23]([NH:25][C:26]3[CH:31]=[CH:30][C:29]([F:32])=[CH:28][N:27]=3)=[O:24])[CH2:21][CH:20]=[N:19]2)=[O:17])[CH2:8][C:9]([O:11]C(C)(C)C)=[O:10])[CH2:5][CH2:4][CH2:3][CH2:2]1.Cl. (5) Given the product [CH3:1][C:2]1[N:7]=[C:6]([C:8]([N:49]2[C@H:50]([CH2:54][NH:55][C:56]3[CH:61]=[N:60][C:59]([C:62]([F:65])([F:63])[F:64])=[CH:58][N:57]=3)[CH2:51][C@H:52]3[C@H:47]([CH2:53]3)[CH2:48]2)=[O:10])[C:5]([N:11]2[CH:15]=[CH:14][CH:13]=[N:12]2)=[CH:4][CH:3]=1, predict the reactants needed to synthesize it. The reactants are: [CH3:1][C:2]1[N:7]=[C:6]([C:8]([OH:10])=O)[C:5]([N:11]2[CH:15]=[CH:14][CH:13]=[N:12]2)=[CH:4][CH:3]=1.CN(C(ON1N=NC2C=CC=CC1=2)=[N+](C)C)C.[B-](F)(F)(F)F.CCN(C(C)C)C(C)C.[C@H:47]12[CH2:53][C@H:52]1[CH2:51][C@@H:50]([CH2:54][NH:55][C:56]1[CH:61]=[N:60][C:59]([C:62]([F:65])([F:64])[F:63])=[CH:58][N:57]=1)[NH:49][CH2:48]2.C([O-])(O)=O.[Na+].